Dataset: Full USPTO retrosynthesis dataset with 1.9M reactions from patents (1976-2016). Task: Predict the reactants needed to synthesize the given product. (1) The reactants are: [NH2:1][C:2]1[CH:7]=[CH:6][CH:5]=[CH:4][N:3]=1.C(N(CC)CC)C.[Br:15][CH2:16][C:17](Br)=[O:18]. Given the product [N:3]1[CH:4]=[CH:5][CH:6]=[CH:7][C:2]=1[NH:1][C:17](=[O:18])[CH2:16][Br:15], predict the reactants needed to synthesize it. (2) Given the product [CH:1]1([C:11]([OH:13])=[O:12])[C:3]2([CH2:10][CH2:9][CH2:8][CH2:7][CH2:6][CH2:5][CH2:4]2)[CH2:2]1, predict the reactants needed to synthesize it. The reactants are: [CH:1]1([C:11]([O:13]CC)=[O:12])[C:3]2([CH2:10][CH2:9][CH2:8][CH2:7][CH2:6][CH2:5][CH2:4]2)[CH2:2]1.C1(C(OCC)=O)C2(CCCCC2)C1.